This data is from Peptide-MHC class I binding affinity with 185,985 pairs from IEDB/IMGT. The task is: Regression. Given a peptide amino acid sequence and an MHC pseudo amino acid sequence, predict their binding affinity value. This is MHC class I binding data. (1) The peptide sequence is VPPFPRTAF. The MHC is HLA-A02:06 with pseudo-sequence HLA-A02:06. The binding affinity (normalized) is 0.0847. (2) The peptide sequence is KAFKNNLSR. The MHC is HLA-A03:01 with pseudo-sequence HLA-A03:01. The binding affinity (normalized) is 0.473. (3) The peptide sequence is DCIMTSYQYL. The MHC is HLA-A23:01 with pseudo-sequence HLA-A23:01. The binding affinity (normalized) is 0.207. (4) The peptide sequence is KVGFIMLFH. The MHC is HLA-B15:01 with pseudo-sequence HLA-B15:01. The binding affinity (normalized) is 0.0847. (5) The peptide sequence is HWPKSHTLW. The MHC is HLA-A24:02 with pseudo-sequence HLA-A24:02. The binding affinity (normalized) is 0.346. (6) The peptide sequence is HYDQKLGSY. The MHC is HLA-A32:01 with pseudo-sequence HLA-A32:01. The binding affinity (normalized) is 0.0872. (7) The peptide sequence is YIKDLKHAT. The MHC is HLA-A02:03 with pseudo-sequence HLA-A02:03. The binding affinity (normalized) is 0. (8) The peptide sequence is ALLATSIFK. The MHC is HLA-A03:01 with pseudo-sequence HLA-A03:01. The binding affinity (normalized) is 0.869. (9) The peptide sequence is YLIKQILFV. The MHC is H-2-Kb with pseudo-sequence H-2-Kb. The binding affinity (normalized) is 0.0994.